This data is from Reaction yield outcomes from USPTO patents with 853,638 reactions. The task is: Predict the reaction yield, written as a fraction of the theoretical maximum amount of product (1.0 means a 100% yield; for example, 0.34 means a 34% yield). (1) The reactants are [C:1]([Si:5]([C:27]1[CH:32]=[CH:31][CH:30]=[CH:29][CH:28]=1)([C:21]1[CH:26]=[CH:25][CH:24]=[CH:23][CH:22]=1)[O:6][CH2:7][CH2:8][CH2:9][CH2:10][C:11]#[C:12][CH2:13][O:14]C1CCCCO1)([CH3:4])([CH3:3])[CH3:2]. The catalyst is CCOCC. The product is [Si:5]([O:6][CH2:7][CH2:8][CH2:9][CH2:10][C:11]#[C:12][CH2:13][OH:14])([C:1]([CH3:3])([CH3:4])[CH3:2])([C:27]1[CH:28]=[CH:29][CH:30]=[CH:31][CH:32]=1)[C:21]1[CH:22]=[CH:23][CH:24]=[CH:25][CH:26]=1. The yield is 0.880. (2) The reactants are [NH2:1][C:2]1[CH:9]=[CH:8][C:5]([C:6]#[N:7])=[C:4]([C:10]([F:13])([F:12])[F:11])[CH:3]=1.[BH3-]C#N.[Na+].[C:18](O)([C:20]([F:23])([F:22])[F:21])=O.[H][H].O.FC(F)(F)C=O.C([O-])(O)=O.[Na+]. The catalyst is C(Cl)Cl. The product is [F:21][C:20]([F:23])([F:22])[CH2:18][NH:1][C:2]1[CH:9]=[CH:8][C:5]([C:6]#[N:7])=[C:4]([C:10]([F:11])([F:12])[F:13])[CH:3]=1. The yield is 0.950. (3) The reactants are [CH2:1]([O:4][C@H:5]1[C:13]2[C:8](=[CH:9][C:10]([O:14][CH3:15])=[CH:11][CH:12]=2)[C@@H:7]([NH:16][CH2:17][C@@H:18]([OH:40])[C@@H:19]([NH:29]C(=O)OCC2C=CC=CC=2)[CH2:20][C:21]2[CH:26]=[C:25]([F:27])[CH:24]=[C:23]([F:28])[CH:22]=2)[CH2:6]1)[CH:2]=[CH2:3]. The catalyst is COCCOC.O. The product is [CH2:1]([O:4][C@H:5]1[C:13]2[C:8](=[CH:9][C:10]([O:14][CH3:15])=[CH:11][CH:12]=2)[C@@H:7]([NH:16][CH2:17][C@@H:18]([OH:40])[C@@H:19]([NH2:29])[CH2:20][C:21]2[CH:22]=[C:23]([F:28])[CH:24]=[C:25]([F:27])[CH:26]=2)[CH2:6]1)[CH:2]=[CH2:3]. The yield is 0.380. (4) The reactants are FC(F)(F)S(O[C:7]1[CH:8]=[C:9]2[C:14](=[CH:15][CH:16]=1)[CH:13]1[CH:17]([C:18]([O:20][CH2:21][CH3:22])=[O:19])[CH:12]1[CH2:11][CH2:10]2)(=O)=O.[CH3:25][N:26](C=O)C. The catalyst is [C-]#N.[C-]#N.[Zn+2].C1C=CC([P]([Pd]([P](C2C=CC=CC=2)(C2C=CC=CC=2)C2C=CC=CC=2)([P](C2C=CC=CC=2)(C2C=CC=CC=2)C2C=CC=CC=2)[P](C2C=CC=CC=2)(C2C=CC=CC=2)C2C=CC=CC=2)(C2C=CC=CC=2)C2C=CC=CC=2)=CC=1. The product is [C:25]([C:7]1[CH:8]=[C:9]2[C:14](=[CH:15][CH:16]=1)[CH:13]1[CH:17]([C:18]([O:20][CH2:21][CH3:22])=[O:19])[CH:12]1[CH2:11][CH2:10]2)#[N:26]. The yield is 0.900. (5) The reactants are C[O:2][C:3](=[O:37])[CH:4]([CH2:13][C:14](=[O:36])[NH:15][O:16][C:17]([C:30]1[CH:35]=[CH:34][CH:33]=[CH:32][CH:31]=1)([C:24]1[CH:29]=[CH:28][CH:27]=[CH:26][CH:25]=1)[C:18]1[CH:23]=[CH:22][CH:21]=[CH:20][CH:19]=1)[CH2:5][C:6]([O:8][C:9]([CH3:12])([CH3:11])[CH3:10])=[O:7].[OH-].[Na+]. The catalyst is CO.O. The product is [C:9]([O:8][C:6](=[O:7])[CH2:5][CH:4]([CH2:13][C:14](=[O:36])[NH:15][O:16][C:17]([C:30]1[CH:35]=[CH:34][CH:33]=[CH:32][CH:31]=1)([C:18]1[CH:19]=[CH:20][CH:21]=[CH:22][CH:23]=1)[C:24]1[CH:29]=[CH:28][CH:27]=[CH:26][CH:25]=1)[C:3]([OH:37])=[O:2])([CH3:12])([CH3:10])[CH3:11]. The yield is 1.00. (6) The reactants are [F:1][C:2]1[C:7]([F:8])=[C:6]([CH2:9][OH:10])[CH:5]=[C:4](F)[N:3]=1.[CH3:12][O:13][C:14]1[CH:21]=[CH:20][C:17]([CH2:18][NH2:19])=[CH:16][CH:15]=1. No catalyst specified. The product is [F:1][C:2]1[C:7]([F:8])=[C:6]([CH2:9][OH:10])[CH:5]=[C:4]([NH:19][CH2:18][C:17]2[CH:20]=[CH:21][C:14]([O:13][CH3:12])=[CH:15][CH:16]=2)[N:3]=1. The yield is 0.940. (7) The reactants are [CH3:1][O:2][C:3]([NH:5][C@H:6]([C:10]([N:12]1[CH:26]([C:27]([O:29]CC)=[O:28])[CH2:25][C:14]2([CH2:17][N:16]([C:18]([O:20][C:21]([CH3:24])([CH3:23])[CH3:22])=[O:19])[CH2:15]2)[CH2:13]1)=[O:11])[CH:7]([CH3:9])[CH3:8])=[O:4].O.[OH-].[Li+].Cl. The catalyst is C1COCC1.O.CO. The product is [CH3:24][C:21]([O:20][C:18]([N:16]1[CH2:15][C:14]2([CH2:25][CH:26]([C:27]([OH:29])=[O:28])[N:12]([C:10](=[O:11])[C@H:6]([CH:7]([CH3:8])[CH3:9])[NH:5][C:3]([O:2][CH3:1])=[O:4])[CH2:13]2)[CH2:17]1)=[O:19])([CH3:22])[CH3:23]. The yield is 0.760.